From a dataset of Catalyst prediction with 721,799 reactions and 888 catalyst types from USPTO. Predict which catalyst facilitates the given reaction. (1) Product: [CH2:6]([N:5]([CH2:8][CH3:9])[CH2:4][CH2:3][O:19][C:12]1[CH:11]=[CH:10][C:15]([N+:16]([O-:18])=[O:17])=[CH:14][CH:13]=1)[CH3:7]. Reactant: Cl.Cl[CH2:3][CH2:4][N:5]([CH2:8][CH3:9])[CH2:6][CH3:7].[CH:10]1[C:15]([N+:16]([O-:18])=[O:17])=[CH:14][CH:13]=[C:12]([OH:19])[CH:11]=1.C(=O)([O-])[O-].[K+].[K+]. The catalyst class is: 3. (2) Reactant: [Cl:1][C:2]1[C:3]([CH:29]([C:31]2[CH:36]=[CH:35][CH:34]=[C:33]([O:37][CH3:38])[C:32]=2[O:39][CH3:40])[OH:30])=[C:4]([N:8]([CH2:18][C:19]2[CH:24]=[CH:23][C:22]([O:25][CH3:26])=[CH:21][C:20]=2[O:27][CH3:28])[C:9](=[O:17])/[CH:10]=[CH:11]/[C:12]([O:14][CH2:15][CH3:16])=[O:13])[CH:5]=[CH:6][CH:7]=1.C(=O)([O-])[O-].[K+].[K+]. Product: [Cl:1][C:2]1[C:3]2[C@@H:29]([C:31]3[CH:36]=[CH:35][CH:34]=[C:33]([O:37][CH3:38])[C:32]=3[O:39][CH3:40])[O:30][C@H:10]([CH2:11][C:12]([O:14][CH2:15][CH3:16])=[O:13])[C:9](=[O:17])[N:8]([CH2:18][C:19]3[CH:24]=[CH:23][C:22]([O:25][CH3:26])=[CH:21][C:20]=3[O:27][CH3:28])[C:4]=2[CH:5]=[CH:6][CH:7]=1. The catalyst class is: 8. (3) Reactant: Cl[C:2]1[C:7]([N+:8]([O-:10])=[O:9])=[C:6]([O:11][CH3:12])[CH:5]=[CH:4][N:3]=1.[CH3:13][C:14]1[N:15]=[CH:16][NH:17][CH:18]=1.[OH-].[K+].O. Product: [CH3:12][O:11][C:6]1[CH:5]=[CH:4][N:3]=[C:2]([N:17]2[CH:18]=[C:14]([CH3:13])[N:15]=[CH:16]2)[C:7]=1[N+:8]([O-:10])=[O:9]. The catalyst class is: 3. (4) Reactant: CS(O)(=O)=O.[CH2:6]([O:8][C:9]([C:11]1[C:20]2[C:15](=[CH:16][CH:17]=[CH:18][CH:19]=2)[C:14]([NH2:21])=[CH:13][CH:12]=1)=[O:10])[CH3:7].C(N(C(C)C)CC)(C)C.[CH3:31][O:32][C:33]1[CH:34]=[C:35]([CH:39]=[CH:40][C:41]=1[O:42][CH3:43])[C:36](Cl)=[O:37]. Product: [CH2:6]([O:8][C:9]([C:11]1[C:20]2[C:15](=[CH:16][CH:17]=[CH:18][CH:19]=2)[C:14]([NH:21][C:36](=[O:37])[C:35]2[CH:39]=[CH:40][C:41]([O:42][CH3:43])=[C:33]([O:32][CH3:31])[CH:34]=2)=[CH:13][CH:12]=1)=[O:10])[CH3:7]. The catalyst class is: 26. (5) Reactant: Br[C:2]1[CH:3]=[CH:4][C:5]([C:8]([NH:10][CH2:11][CH2:12][C:13]([O:15][CH2:16][CH3:17])=[O:14])=[O:9])=[N:6][CH:7]=1.[CH:18]([C:20]1[CH:25]=[C:24]([O:26][CH3:27])[CH:23]=[CH:22][C:21]=1B(O)O)=[O:19].C([O-])([O-])=O.[K+].[K+].O. Product: [CH:18]([C:20]1[CH:25]=[C:24]([O:26][CH3:27])[CH:23]=[CH:22][C:21]=1[C:2]1[CH:3]=[CH:4][C:5]([C:8]([NH:10][CH2:11][CH2:12][C:13]([O:15][CH2:16][CH3:17])=[O:14])=[O:9])=[N:6][CH:7]=1)=[O:19]. The catalyst class is: 800. (6) The catalyst class is: 38. Product: [CH2:29]([NH:28][C:26](=[O:27])[C@@H:25]([NH:24][C:48](=[O:50])[O:51][CH2:52][C:53]1[CH:7]=[CH:6][C:5]([N:10]=[N+:11]=[N-:12])=[CH:4][CH:3]=1)[CH2:36][S:37][S:38][C:39]([CH3:42])([CH3:41])[CH3:40])[C:30]1[CH:31]=[CH:32][CH:33]=[CH:34][CH:35]=1. Reactant: C(=O)(OC1C=CC([N+]([O-])=O)=CC=1)O[CH2:3][C:4]1C=C[CH:7]=[CH:6][C:5]=1[N:10]=[N+:11]=[N-:12].[NH2:24][C@@H:25]([CH2:36][S:37][S:38][C:39]([CH3:42])([CH3:41])[CH3:40])[C:26]([NH:28][CH2:29][C:30]1[CH:35]=[CH:34][CH:33]=[CH:32][CH:31]=1)=[O:27].C(=O)(O)[O-].[Na+].[C:48]([O:51][CH2:52][CH3:53])(=[O:50])C. (7) Reactant: [CH:1]1([N:4]2[C:8]3[CH2:9][N:10](C(OC(C)(C)C)=O)[CH2:11][C:7]=3[CH:6]=[N:5]2)[CH2:3][CH2:2]1.[ClH:19]. Product: [CH:1]1([N:4]2[C:8]3[CH2:9][NH:10][CH2:11][C:7]=3[CH:6]=[N:5]2)[CH2:3][CH2:2]1.[ClH:19]. The catalyst class is: 12. (8) Reactant: [Br:1][C:2]1[CH:7]=[CH:6][CH:5]=[C:4]([CH2:8]Br)[CH:3]=1.[N:10]1([C:16]([O:18][C:19]([CH3:22])([CH3:21])[CH3:20])=[O:17])[CH2:15][CH2:14][NH:13][CH2:12][CH2:11]1.C(N(CC)CC)C. Product: [Br:1][C:2]1[CH:3]=[C:4]([CH:5]=[CH:6][CH:7]=1)[CH2:8][N:13]1[CH2:12][CH2:11][N:10]([C:16]([O:18][C:19]([CH3:22])([CH3:21])[CH3:20])=[O:17])[CH2:15][CH2:14]1. The catalyst class is: 4.